Dataset: Reaction yield outcomes from USPTO patents with 853,638 reactions. Task: Predict the reaction yield, written as a fraction of the theoretical maximum amount of product (1.0 means a 100% yield; for example, 0.34 means a 34% yield). (1) The reactants are [CH2:1]([O:8][C:9]([N:11]1[CH2:15][CH:14]2[CH:16]([OH:20])[CH:17]([F:19])[CH2:18][CH:13]2[CH2:12]1)=[O:10])[C:2]1[CH:7]=[CH:6][CH:5]=[CH:4][CH:3]=1.C[Si]([N-][Si](C)(C)C)(C)C.[K+].C1C=CC(S(N(S(C2C=CC=CC=2)(=O)=O)[F:41])(=O)=O)=CC=1. The catalyst is O1CCCC1.C(=O)(O)[O-].[Na+].C(OCC)(=O)C.[Cl-].[Zn+2].[Cl-]. The product is [CH2:1]([O:8][C:9]([N:11]1[CH2:15][CH:14]2[C:16](=[O:20])[C:17]([F:41])([F:19])[CH2:18][CH:13]2[CH2:12]1)=[O:10])[C:2]1[CH:3]=[CH:4][CH:5]=[CH:6][CH:7]=1. The yield is 0.560. (2) The reactants are [F:1][C:2]([F:7])([F:6])[C:3]([OH:5])=[O:4].[CH:8]1([CH:13]([N:18]2[CH:22]=[C:21]([C:23]3[C:24]4[CH:32]=[CH:31][N:30](OCC[Si](C)(C)C)[C:25]=4[N:26]=[C:27](C)[N:28]=3)[CH:20]=[N:19]2)[CH2:14][CH:15]2[CH2:17][CH2:16]2)[CH2:12][CH2:11][CH2:10][CH2:9]1.C(O)(C(F)(F)F)=O. The catalyst is C(Cl)Cl. The product is [F:1][C:2]([F:7])([F:6])[C:3]([OH:5])=[O:4].[CH:8]1([CH:13]([N:18]2[CH:22]=[C:21]([C:23]3[C:24]4[CH:32]=[CH:31][NH:30][C:25]=4[N:26]=[CH:27][N:28]=3)[CH:20]=[N:19]2)[CH2:14][CH:15]2[CH2:17][CH2:16]2)[CH2:12][CH2:11][CH2:10][CH2:9]1. The yield is 0.900. (3) The reactants are [H-].[Na+].[Br:3][C:4]1[CH:5]=[C:6]2[C:10](=[CH:11][CH:12]=1)[NH:9][CH:8]=[C:7]2[CH:13]([CH3:15])[CH3:14].[C:16]([Si:20](Cl)([CH3:22])[CH3:21])([CH3:19])([CH3:18])[CH3:17].O. The catalyst is C1COCC1. The product is [Br:3][C:4]1[CH:5]=[C:6]2[C:10](=[CH:11][CH:12]=1)[N:9]([Si:20]([C:16]([CH3:19])([CH3:18])[CH3:17])([CH3:22])[CH3:21])[CH:8]=[C:7]2[CH:13]([CH3:15])[CH3:14]. The yield is 0.890. (4) The reactants are C([O:3][C:4](=[O:38])[CH2:5][N:6]1[CH2:11][CH2:10][CH:9]([CH:12]([N:14]2[C:22]3[C:17](=[CH:18][CH:19]=[CH:20][CH:21]=3)[C:16]([C:23](=[O:36])[NH:24][CH2:25][C:26]3[C:27](=[O:35])[NH:28][C:29]([CH3:34])=[CH:30][C:31]=3[O:32][CH3:33])=[C:15]2[CH3:37])[CH3:13])[CH2:8][CH2:7]1)C.C1COCC1.CO.O.[OH-].[Li+]. The catalyst is O. The product is [CH3:33][O:32][C:31]1[CH:30]=[C:29]([CH3:34])[NH:28][C:27](=[O:35])[C:26]=1[CH2:25][NH:24][C:23]([C:16]1[C:17]2[C:22](=[CH:21][CH:20]=[CH:19][CH:18]=2)[N:14]([CH:12]([CH:9]2[CH2:8][CH2:7][N:6]([CH2:5][C:4]([OH:38])=[O:3])[CH2:11][CH2:10]2)[CH3:13])[C:15]=1[CH3:37])=[O:36]. The yield is 0.820. (5) The reactants are C([O:3][C:4]([C:6]1[S:7][C:8]2[CH2:9][CH2:10][O:11][C:12]3[CH:19]=[C:18]([Br:20])[CH:17]=[CH:16][C:13]=3[C:14]=2[N:15]=1)=[O:5])C.CO.O.[OH-].[Na+]. The catalyst is C1COCC1. The product is [Br:20][C:18]1[CH:17]=[CH:16][C:13]2[C:14]3[N:15]=[C:6]([C:4]([OH:5])=[O:3])[S:7][C:8]=3[CH2:9][CH2:10][O:11][C:12]=2[CH:19]=1. The yield is 0.610. (6) The reactants are [C:1]([O:5][C:6]([N:8]1[CH2:12][CH2:11][CH2:10][C@@H:9]1[CH2:13][O:14][C:15]1[CH:20]=[CH:19][C:18]([OH:21])=[CH:17][CH:16]=1)=[O:7])([CH3:4])([CH3:3])[CH3:2].Cl[C:23]1[S:24][C:25]2[CH:31]=[C:30]([Cl:32])[CH:29]=[CH:28][C:26]=2[N:27]=1. No catalyst specified. The product is [C:1]([O:5][C:6]([N:8]1[CH2:12][CH2:11][CH2:10][C@@H:9]1[CH2:13][O:14][C:15]1[CH:20]=[CH:19][C:18]([O:21][C:23]2[S:24][C:25]3[CH:31]=[C:30]([Cl:32])[CH:29]=[CH:28][C:26]=3[N:27]=2)=[CH:17][CH:16]=1)=[O:7])([CH3:4])([CH3:2])[CH3:3]. The yield is 0.750. (7) The reactants are Cl.[CH2:2]([O:9][C:10]1[CH:15]=[CH:14][N:13]([C:16]2[CH:24]=[C:23]3[C:19]([C:20]4[CH2:29][CH2:28][NH:27][CH2:26][C:21]=4[N:22]3[CH3:25])=[CH:18][CH:17]=2)[C:12](=[O:30])[CH:11]=1)[C:3]1[CH:8]=[CH:7][CH:6]=[CH:5][CH:4]=1.[CH:31](=O)[CH3:32].[BH-](OC(C)=O)(OC(C)=O)OC(C)=O.[Na+]. The catalyst is ClCCl.C(O)(=O)C. The product is [CH2:2]([O:9][C:10]1[CH:15]=[CH:14][N:13]([C:16]2[CH:24]=[C:23]3[C:19]([C:20]4[CH2:29][CH2:28][N:27]([CH2:31][CH3:32])[CH2:26][C:21]=4[N:22]3[CH3:25])=[CH:18][CH:17]=2)[C:12](=[O:30])[CH:11]=1)[C:3]1[CH:4]=[CH:5][CH:6]=[CH:7][CH:8]=1. The yield is 0.720.